From a dataset of Full USPTO retrosynthesis dataset with 1.9M reactions from patents (1976-2016). Predict the reactants needed to synthesize the given product. (1) Given the product [S:13]([C:10]1[CH:11]=[CH:12][C:7]([CH3:17])=[CH:8][CH:9]=1)([O-:16])(=[O:15])=[O:14].[CH3:1][S:2]([OH:5])(=[O:4])=[O:3], predict the reactants needed to synthesize it. The reactants are: [CH3:1][S:2]([OH:5])(=[O:4])=[O:3].O.[C:7]1([CH3:17])[CH:12]=[CH:11][C:10]([S:13]([OH:16])(=[O:15])=[O:14])=[CH:9][CH:8]=1.O. (2) Given the product [C:22]([C:9]1[CH:10]=[N:11][C:12]2[C:17]([C:8]=1[C:4]1[CH:3]=[C:2]([NH:1][C:30](=[O:37])[C:31]3[CH:36]=[CH:35][CH:34]=[CH:33][CH:32]=3)[CH:7]=[CH:6][CH:5]=1)=[CH:16][CH:15]=[CH:14][C:13]=2[C:18]([F:21])([F:19])[F:20])(=[O:23])[C:24]1[CH:25]=[CH:26][CH:27]=[CH:28][CH:29]=1, predict the reactants needed to synthesize it. The reactants are: [NH2:1][C:2]1[CH:3]=[C:4]([C:8]2[C:17]3[C:12](=[C:13]([C:18]([F:21])([F:20])[F:19])[CH:14]=[CH:15][CH:16]=3)[N:11]=[CH:10][C:9]=2[C:22]([C:24]2[CH:29]=[CH:28][CH:27]=[CH:26][CH:25]=2)=[O:23])[CH:5]=[CH:6][CH:7]=1.[C:30](Cl)(=[O:37])[C:31]1[CH:36]=[CH:35][CH:34]=[CH:33][CH:32]=1.N1C=CC=CC=1.